The task is: Predict the product of the given reaction.. This data is from Forward reaction prediction with 1.9M reactions from USPTO patents (1976-2016). (1) Given the reactants [C:1]([C:9]1[CH:41]=[CH:40][C:12]2[N:13]([CH2:17][CH2:18][O:19][C:20]3[CH:25]=[CH:24][C:23]([CH2:26][CH:27]([NH:32][C:33]([O:35][C:36]([CH3:39])([CH3:38])[CH3:37])=[O:34])[C:28]([O:30][CH3:31])=[O:29])=[CH:22][CH:21]=3)[C:14](=[O:16])[S:15][C:11]=2[CH:10]=1)(=[O:8])[C:2]1[CH:7]=[CH:6][CH:5]=[CH:4][CH:3]=1.[CH3:42]I.[H-].[Na+].Cl, predict the reaction product. The product is: [C:1]([C:9]1[CH:41]=[CH:40][C:12]2[N:13]([CH2:17][CH2:18][O:19][C:20]3[CH:25]=[CH:24][C:23]([CH2:26][CH:27]([N:32]([C:33]([O:35][C:36]([CH3:37])([CH3:38])[CH3:39])=[O:34])[CH3:42])[C:28]([O:30][CH3:31])=[O:29])=[CH:22][CH:21]=3)[C:14](=[O:16])[S:15][C:11]=2[CH:10]=1)(=[O:8])[C:2]1[CH:3]=[CH:4][CH:5]=[CH:6][CH:7]=1. (2) Given the reactants O.[NH2:2]N.[Br:4][C:5]1[C:6]([C:25]#[N:26])=[N:7][N:8]([CH2:23][CH3:24])[C:9]=1[CH2:10][CH2:11]N1C(=O)C2=CC=CC=C2C1=O.[C:27](O[C:27]([O:29][C:30]([CH3:33])([CH3:32])[CH3:31])=[O:28])([O:29][C:30]([CH3:33])([CH3:32])[CH3:31])=[O:28].O, predict the reaction product. The product is: [C:27](=[O:28])([O:29][C:30]([CH3:33])([CH3:32])[CH2:31][CH2:11][CH2:10][C:9]1[N:8]([CH2:23][CH3:24])[N:7]=[C:6]([C:25]#[N:26])[C:5]=1[Br:4])[NH2:2]. (3) Given the reactants CS[C:3]1[S:4][C:5]2[C:10]([N:11]=1)=[CH:9][CH:8]=[C:7]([C:12]1[CH:13]=[C:14]([CH:20]=[CH:21][CH:22]=1)[C:15]([O:17][CH2:18][CH3:19])=[O:16])[N:6]=2.O[O:24][S:25]([O-:27])=O.[K+].[CH2:29]1COCC1, predict the reaction product. The product is: [CH3:29][S:25]([C:3]1[S:4][C:5]2[C:10]([N:11]=1)=[CH:9][CH:8]=[C:7]([C:12]1[CH:13]=[C:14]([CH:20]=[CH:21][CH:22]=1)[C:15]([O:17][CH2:18][CH3:19])=[O:16])[N:6]=2)(=[O:27])=[O:24]. (4) Given the reactants [C:1]([NH:8][C:9](=[NH:18])[NH:10]C(OC(C)(C)C)=O)([O:3][C:4](C)(C)[CH3:5])=[O:2].Cl.O1CCOCC1, predict the reaction product. The product is: [NH2:10][C:9]([NH2:18])=[NH:8].[C:1](=[O:2])([O:3][CH2:4][CH3:5])[NH2:8].